This data is from Merck oncology drug combination screen with 23,052 pairs across 39 cell lines. The task is: Regression. Given two drug SMILES strings and cell line genomic features, predict the synergy score measuring deviation from expected non-interaction effect. (1) Drug 1: O=S1(=O)NC2(CN1CC(F)(F)F)C1CCC2Cc2cc(C=CCN3CCC(C(F)(F)F)CC3)ccc2C1. Drug 2: CN(Cc1cnc2nc(N)nc(N)c2n1)c1ccc(C(=O)NC(CCC(=O)O)C(=O)O)cc1. Cell line: SKMEL30. Synergy scores: synergy=-27.7. (2) Drug 1: CC1(c2nc3c(C(N)=O)cccc3[nH]2)CCCN1. Drug 2: NC1CCCCC1N.O=C(O)C(=O)O.[Pt+2]. Cell line: T47D. Synergy scores: synergy=-34.7. (3) Drug 1: C=CCn1c(=O)c2cnc(Nc3ccc(N4CCN(C)CC4)cc3)nc2n1-c1cccc(C(C)(C)O)n1. Drug 2: Cn1cc(-c2cnn3c(N)c(Br)c(C4CCCNC4)nc23)cn1. Cell line: HT29. Synergy scores: synergy=59.4.